Dataset: Forward reaction prediction with 1.9M reactions from USPTO patents (1976-2016). Task: Predict the product of the given reaction. Given the reactants [C:1]([O:5][C:6]([N:8]1[CH2:13][CH2:12][CH2:11][CH2:10][C@H:9]1[CH:14]([O:24][C:25](=[O:36])[NH:26][C:27]1[CH:28]=[C:29]2[C:33](=[CH:34][CH:35]=1)[NH:32][N:31]=[CH:30]2)[C:15]1[CH:16]=[C:17]([CH:21]=[CH:22][CH:23]=1)[C:18](O)=[O:19])=[O:7])([CH3:4])([CH3:3])[CH3:2].[NH2:37][C:38]1[CH:43]=[CH:42][CH:41]=[CH:40][CH:39]=1.O.OC1C2N=NNC=2C=CC=1.CN1CCOCC1.Cl.C(N=C=NCCCN(C)C)C, predict the reaction product. The product is: [NH:37]([C:18]([C:17]1[CH:16]=[C:15]([CH:14]([O:24][C:25](=[O:36])[NH:26][C:27]2[CH:28]=[C:29]3[C:33](=[CH:34][CH:35]=2)[NH:32][N:31]=[CH:30]3)[C@@H:9]2[CH2:10][CH2:11][CH2:12][CH2:13][N:8]2[C:6]([O:5][C:1]([CH3:4])([CH3:3])[CH3:2])=[O:7])[CH:23]=[CH:22][CH:21]=1)=[O:19])[C:38]1[CH:43]=[CH:42][CH:41]=[CH:40][CH:39]=1.